This data is from Reaction yield outcomes from USPTO patents with 853,638 reactions. The task is: Predict the reaction yield, written as a fraction of the theoretical maximum amount of product (1.0 means a 100% yield; for example, 0.34 means a 34% yield). (1) The catalyst is CCOCC.C1COCC1. The reactants are [CH3:1][Mg]I.[C:4]1([C:10]23[CH2:19][CH:14]4[CH2:15][CH:16]([CH2:18][CH:12]([C:13]4=[O:20])[CH2:11]2)[CH2:17]3)[CH:9]=[CH:8][CH:7]=[CH:6][CH:5]=1. The product is [CH3:1][C:13]1([OH:20])[CH:12]2[CH2:18][CH:16]3[CH2:17][C:10]([C:4]4[CH:5]=[CH:6][CH:7]=[CH:8][CH:9]=4)([CH2:19][CH:14]1[CH2:15]3)[CH2:11]2. The yield is 0.970. (2) The reactants are [F:1][C:2]1[CH:7]=[C:6]([I:8])[CH:5]=[CH:4][C:3]=1[N:9]1[C:14]([N:15]=[CH:16][N:17]([CH3:19])[CH3:18])=[CH:13][C:12](=[O:20])[NH:11][C:10]1=[O:21].N12CCCN=C1CCCCC2.[CH3:33][O:34][C:35]1[CH:42]=[CH:41][C:38]([CH2:39]Cl)=[CH:37][CH:36]=1.C(O)(C)C. The catalyst is CN(C)C=O.O. The product is [F:1][C:2]1[CH:7]=[C:6]([I:8])[CH:5]=[CH:4][C:3]=1[N:9]1[C:14]([N:15]=[CH:16][N:17]([CH3:18])[CH3:19])=[CH:13][C:12](=[O:20])[N:11]([CH2:39][C:38]2[CH:41]=[CH:42][C:35]([O:34][CH3:33])=[CH:36][CH:37]=2)[C:10]1=[O:21]. The yield is 0.778. (3) The reactants are [F:1][C:2]1[C:3](Cl)=[N:4][C:5]([Cl:8])=[N:6][CH:7]=1.[CH:10]1(B(O)O)[CH2:12][CH2:11]1.[O-]P([O-])([O-])=O.[K+].[K+].[K+]. The catalyst is C1C=CC(P(C2C=CC=CC=2)[C-]2C=CC=C2)=CC=1.C1C=CC(P(C2C=CC=CC=2)[C-]2C=CC=C2)=CC=1.Cl[Pd]Cl.[Fe+2].ClCCl. The product is [Cl:8][C:5]1[N:4]=[C:3]([CH:10]2[CH2:12][CH2:11]2)[C:2]([F:1])=[CH:7][N:6]=1. The yield is 0.790. (4) The reactants are Cl.Cl.Cl.Cl.[CH3:5][O:6][C:7]([C:9]1[C:17]2[N:16]([C:18]3[CH:23]=[CH:22][CH:21]=[CH:20][CH:19]=3)[C:15]([C@@H:24]([NH2:26])[CH3:25])=[N:14][C:13]=2[CH:12]=[CH:11][C:10]=1[F:27])=[O:8].Cl[C:29]1[N:37]=[CH:36][N:35]=[C:34]2[C:30]=1[N:31]=[CH:32][N:33]2[CH:38]1[CH2:43][CH2:42][CH2:41][CH2:40][O:39]1.CCN(C(C)C)C(C)C. The catalyst is CC(O)C. The product is [CH3:5][O:6][C:7]([C:9]1[C:17]2[N:16]([C:18]3[CH:23]=[CH:22][CH:21]=[CH:20][CH:19]=3)[C:15]([C@@H:24]([NH:26][C:29]3[N:37]=[CH:36][N:35]=[C:34]4[C:30]=3[N:31]=[CH:32][N:33]4[CH:38]3[CH2:43][CH2:42][CH2:41][CH2:40][O:39]3)[CH3:25])=[N:14][C:13]=2[CH:12]=[CH:11][C:10]=1[F:27])=[O:8]. The yield is 0.670. (5) The reactants are [OH:1][C:2]1[CH:7]=[CH:6][C:5]([CH:8]2[CH2:21][C:20]3[C:11](=[CH:12][C:13]4[O:14][C:15](=[O:22])[CH2:16][CH2:17][C:18]=4[CH:19]=3)[CH:10]3[CH2:23][CH2:24][CH2:25][CH2:26][CH:9]23)=[CH:4][CH:3]=1.[CH3:27][NH2:28]. The catalyst is O1CCCC1. The product is [OH:14][C:13]1[C:18]([CH2:17][CH2:16][C:15]([NH:28][CH3:27])=[O:22])=[CH:19][C:20]2[CH2:21][CH:8]([C:5]3[CH:4]=[CH:3][C:2]([OH:1])=[CH:7][CH:6]=3)[CH:9]3[CH:10]([C:11]=2[CH:12]=1)[CH2:23][CH2:24][CH2:25][CH2:26]3. The yield is 0.920.